Task: Predict the reactants needed to synthesize the given product.. Dataset: Full USPTO retrosynthesis dataset with 1.9M reactions from patents (1976-2016) (1) Given the product [CH2:34]([O:1][C:2]1[CH:7]=[CH:6][C:5]([NH:8][C:9]([C:11]2[CH:16]=[CH:15][C:14]([C:17]3[CH:22]=[CH:21][CH:20]=[CH:19][CH:18]=3)=[CH:13][CH:12]=2)=[O:10])=[CH:4][C:3]=1[NH:23][C:24](=[O:32])[CH2:25][N:26]1[CH2:27][CH2:28][O:29][CH2:30][CH2:31]1)[CH3:35], predict the reactants needed to synthesize it. The reactants are: [OH:1][C:2]1[CH:7]=[CH:6][C:5]([NH:8][C:9]([C:11]2[CH:16]=[CH:15][C:14]([C:17]3[CH:22]=[CH:21][CH:20]=[CH:19][CH:18]=3)=[CH:13][CH:12]=2)=[O:10])=[CH:4][C:3]=1[NH:23][C:24](=[O:32])[CH2:25][N:26]1[CH2:31][CH2:30][O:29][CH2:28][CH2:27]1.I[CH2:34][CH3:35].C([O-])([O-])=O.[Cs+].[Cs+].O. (2) Given the product [OH:1][C:2]1([C:11]#[C:12][C:13]2[CH:22]=[CH:21][CH:20]=[CH:19][C:14]=2[C:15]([OH:17])=[O:16])[CH:7]([CH3:8])[CH2:6][CH2:5][CH2:4][C:3]1([CH3:9])[CH3:10], predict the reactants needed to synthesize it. The reactants are: [OH:1][C:2]1([C:11]#[C:12][C:13]2[CH:22]=[CH:21][CH:20]=[CH:19][C:14]=2[C:15]([O:17]C)=[O:16])[CH:7]([CH3:8])[CH2:6][CH2:5][CH2:4][C:3]1([CH3:10])[CH3:9].O.[OH-].[Na+].Cl. (3) Given the product [C:10]([O:14][C:15](=[O:24])[NH:16][C@H:17]1[CH2:18][CH2:19][C@@H:20]([NH:23][C:2]2[N:7]=[C:6]([NH:8][CH3:9])[CH:5]=[CH:4][N:3]=2)[CH2:21][CH2:22]1)([CH3:13])([CH3:11])[CH3:12], predict the reactants needed to synthesize it. The reactants are: Cl[C:2]1[N:7]=[C:6]([NH:8][CH3:9])[CH:5]=[CH:4][N:3]=1.[C:10]([O:14][C:15](=[O:24])[NH:16][C@H:17]1[CH2:22][CH2:21][C@@H:20]([NH2:23])[CH2:19][CH2:18]1)([CH3:13])([CH3:12])[CH3:11].C([O-])(O)=O.[Na+]. (4) Given the product [CH3:1][O:2][C:3]1[CH:4]=[C:5]([CH:20]=[CH:21][C:22]=1[O:23][CH3:24])/[CH:6]=[N:7]/[N:8]([CH3:26])[C:9](=[O:19])[CH:10]([O:17][CH3:18])[C:11]1[CH:16]=[CH:15][CH:14]=[CH:13][CH:12]=1, predict the reactants needed to synthesize it. The reactants are: [CH3:1][O:2][C:3]1[CH:4]=[C:5]([CH:20]=[CH:21][C:22]=1[O:23][CH3:24])/[CH:6]=[N:7]/[NH:8][C:9](=[O:19])[CH:10]([O:17][CH3:18])[C:11]1[CH:16]=[CH:15][CH:14]=[CH:13][CH:12]=1.I[CH3:26].[H-].[Na+]. (5) The reactants are: [OH:1][P:2]([OH:5])([OH:4])=[O:3].[Cl:6][C:7]1[C:12]([O:13][CH3:14])=[CH:11][C:10]([O:15][CH3:16])=[C:9]([Cl:17])[C:8]=1[NH:18][C:19](=[O:49])[N:20]([C:22]1[N:27]=[CH:26][N:25]=[C:24]([NH:28][C:29]2[CH:34]=[CH:33][C:32]([N:35]3[CH2:40][CH2:39][N:38]([CH:41]([CH3:43])[CH3:42])[CH2:37][CH2:36]3)=[CH:31][C:30]=2[NH:44][C:45](=[O:48])[CH:46]=[CH2:47])[CH:23]=1)[CH3:21]. Given the product [P:2](=[O:1])([OH:5])([OH:4])[OH:3].[Cl:17][C:9]1[C:10]([O:15][CH3:16])=[CH:11][C:12]([O:13][CH3:14])=[C:7]([Cl:6])[C:8]=1[NH:18][C:19](=[O:49])[N:20]([C:22]1[N:27]=[CH:26][N:25]=[C:24]([NH:28][C:29]2[CH:34]=[CH:33][C:32]([N:35]3[CH2:40][CH2:39][N:38]([CH:41]([CH3:43])[CH3:42])[CH2:37][CH2:36]3)=[CH:31][C:30]=2[NH:44][C:45](=[O:48])[CH:46]=[CH2:47])[CH:23]=1)[CH3:21], predict the reactants needed to synthesize it. (6) Given the product [CH2:1]([O:3][C:4](=[O:26])[CH2:5][C:6]([C:7]([OH:9])=[O:8])([CH2:14][CH:15]1[CH2:16][CH2:17][CH2:18]1)[C:19]([OH:21])=[O:20])[CH3:2], predict the reactants needed to synthesize it. The reactants are: [CH2:1]([O:3][C:4](=[O:26])[CH2:5][C:6]([C:19]([O:21]C(C)(C)C)=[O:20])([CH2:14][CH:15]1[CH2:18][CH2:17][CH2:16]1)[C:7]([O:9]C(C)(C)C)=[O:8])[CH3:2]. (7) Given the product [OH:5][C:6]1[CH:7]=[CH:8][CH:9]=[C:10]([O:14][CH3:15])[C:11]=1[C:12]([C:3]1[CH:1]=[C:17]([C:18]([O:20][CH3:21])=[O:19])[C:16]2([C:22]([O:24][CH3:25])=[O:23])[N:45]([CH2:46][CH2:47][C:48]3[C:56]4[C:51](=[CH:52][CH:53]=[CH:54][CH:55]=4)[NH:50][C:49]=32)[CH:4]=1)=[O:13], predict the reactants needed to synthesize it. The reactants are: [CH:1]([C:3]1[C:12](=[O:13])[C:11]2[C:6](=[CH:7][CH:8]=[CH:9][C:10]=2[O:14][CH3:15])[O:5][CH:4]=1)=O.[C:16]([C:22]([O:24][CH3:25])=[O:23])#[C:17][C:18]([O:20][CH3:21])=[O:19].C1(P(C2C=CC=CC=2)C2C=CC=CC=2)C=CC=CC=1.[NH2:45][CH2:46][CH2:47][C:48]1[C:56]2[C:51](=[CH:52][CH:53]=[CH:54][CH:55]=2)[NH:50][CH:49]=1. (8) Given the product [C:1]([N:6]1[C:14]2[CH:13]=[CH:12][C:11]([C:15]([N:17]3[CH2:18][CH2:19][CH:20]([CH3:23])[CH2:21][CH2:22]3)=[O:16])=[CH:10][C:9]=2[C:8]2[CH2:24][NH:25][CH2:26][CH2:27][C:7]1=2)(=[O:5])[CH2:2][CH2:3][CH3:4], predict the reactants needed to synthesize it. The reactants are: [C:1]([N:6]1[C:14]2[CH:13]=[CH:12][C:11]([C:15]([N:17]3[CH2:22][CH2:21][CH:20]([CH3:23])[CH2:19][CH2:18]3)=[O:16])=[CH:10][C:9]=2[C:8]2[CH2:24][N:25](C(OC(C)(C)C)=O)[CH2:26][CH2:27][C:7]1=2)(=[O:5])[CH2:2][CH2:3][CH3:4].FC(F)(F)C(O)=O.C(=O)([O-])[O-]. (9) Given the product [NH:19]1[CH2:20][CH:21]=[C:17]([C:15]2[N:14]([S:29]([C:32]3[CH:37]=[CH:36][CH:35]=[CH:34][CH:33]=3)(=[O:30])=[O:31])[C:10]3=[N:11][CH:12]=[CH:13][C:8]([C:6]4[CH:7]=[C:2]([F:1])[CH:3]=[CH:4][C:5]=4[O:38][CH3:39])=[C:9]3[CH:16]=2)[CH2:18]1, predict the reactants needed to synthesize it. The reactants are: [F:1][C:2]1[CH:3]=[CH:4][C:5]([O:38][CH3:39])=[C:6]([C:8]2[CH:13]=[CH:12][N:11]=[C:10]3[N:14]([S:29]([C:32]4[CH:37]=[CH:36][CH:35]=[CH:34][CH:33]=4)(=[O:31])=[O:30])[C:15]([C:17]4[CH2:18][N:19](C(OC(C)(C)C)=O)[CH2:20][CH:21]=4)=[CH:16][C:9]=23)[CH:7]=1.FC(F)(F)C(O)=O.